The task is: Predict the product of the given reaction.. This data is from Forward reaction prediction with 1.9M reactions from USPTO patents (1976-2016). (1) The product is: [Br:16][C:5]1[CH:4]=[N:3][N:2]([CH3:1])[C:6]=1[CH:7]=[O:8]. Given the reactants [CH3:1][N:2]1[C:6]([CH:7]=[O:8])=[CH:5][CH:4]=[N:3]1.C1C(=O)N([Br:16])C(=O)C1.[OH-].[Na+], predict the reaction product. (2) Given the reactants [CH3:1][O:2][C:3]1[CH:4]=[C:5]2[C:10](=[CH:11][C:12]=1[C:13]1[N:14]=[N:15][C:16]([N:19]([CH3:30])[CH:20]3[CH2:25][C:24]([CH3:27])([CH3:26])[NH:23][C:22]([CH3:29])([CH3:28])[CH2:21]3)=[CH:17][CH:18]=1)[NH:9][CH:8]=[CH:7][C:6]2=O.C([O-])([O-])=O.[K+].[K+].P(Cl)(Cl)([Cl:40])=O, predict the reaction product. The product is: [Cl:40][C:6]1[C:5]2[C:10](=[CH:11][C:12]([C:13]3[N:14]=[N:15][C:16]([N:19]([CH3:30])[CH:20]4[CH2:25][C:24]([CH3:27])([CH3:26])[NH:23][C:22]([CH3:29])([CH3:28])[CH2:21]4)=[CH:17][CH:18]=3)=[C:3]([O:2][CH3:1])[CH:4]=2)[N:9]=[CH:8][CH:7]=1. (3) The product is: [CH3:56][C:54](=[CH2:55])[CH2:53][O:52][C:51](=[O:50])[N:34]=[C:33]([C:32]1[CH:31]=[CH:30][C:29]([NH:28][C@H:15]([C:4]2[CH:5]=[C:6]([O:13][CH3:14])[CH:7]=[C:8]([O:9][CH2:10][CH2:11][OH:12])[C:3]=2[F:2])[C:16]2[NH:20][C:19](=[O:21])[N:18]([C:22]3[N:23]=[CH:24][CH:25]=[CH:26][N:27]=3)[N:17]=2)=[CH:37][CH:36]=1)[NH2:35]. Given the reactants Cl.[F:2][C:3]1[C:8]([O:9][CH2:10][CH2:11][OH:12])=[CH:7][C:6]([O:13][CH3:14])=[CH:5][C:4]=1[C@@H:15]([NH:28][C:29]1[CH:37]=[CH:36][C:32]([C:33]([NH2:35])=[NH:34])=[CH:31][CH:30]=1)[C:16]1[NH:20][C:19](=[O:21])[N:18]([C:22]2[N:27]=[CH:26][CH:25]=[CH:24][N:23]=2)[N:17]=1.C(=O)([O-])[O-].[K+].[K+].C1([O:50][C:51](=O)[O:52][CH2:53][C:54]([CH3:56])=[CH2:55])C=CC=CC=1.C(O)(=O)C, predict the reaction product. (4) Given the reactants C[O:2][C:3](=[O:32])[C:4]1[CH:9]=[CH:8][CH:7]=[CH:6][C:5]=1[N:10]1[C:14]2[CH:15]=[CH:16][CH:17]=[CH:18][C:13]=2[N:12]([CH2:19][C:20]2[C:28]3[C:23](=[CH:24][CH:25]=[CH:26][C:27]=3[CH3:29])[N:22]([CH3:30])[CH:21]=2)[C:11]1=[O:31].Cl, predict the reaction product. The product is: [CH3:30][N:22]1[C:23]2[C:28](=[C:27]([CH3:29])[CH:26]=[CH:25][CH:24]=2)[C:20]([CH2:19][N:12]2[C:13]3[CH:18]=[CH:17][CH:16]=[CH:15][C:14]=3[N:10]([C:5]3[CH:6]=[CH:7][CH:8]=[CH:9][C:4]=3[C:3]([OH:32])=[O:2])[C:11]2=[O:31])=[CH:21]1. (5) Given the reactants [C:1](=[O:4])([O-])[O-:2].[K+].[K+].[CH2:7](N(CC)CC)C.I[C:15]1[CH:23]=[C:22]2[C:18]([CH2:19][O:20][CH2:21]2)=[CH:17][C:16]=1[NH2:24].[C]=O, predict the reaction product. The product is: [CH3:7][O:2][C:1]([C:15]1[CH:23]=[C:22]2[C:18](=[CH:17][C:16]=1[NH2:24])[CH2:19][O:20][CH2:21]2)=[O:4].